This data is from CYP1A2 inhibition data for predicting drug metabolism from PubChem BioAssay. The task is: Regression/Classification. Given a drug SMILES string, predict its absorption, distribution, metabolism, or excretion properties. Task type varies by dataset: regression for continuous measurements (e.g., permeability, clearance, half-life) or binary classification for categorical outcomes (e.g., BBB penetration, CYP inhibition). Dataset: cyp1a2_veith. (1) The drug is CCCn1c(C)c(C(=O)c2ccc3ccccc3c2)c2ccccc21. The result is 1 (inhibitor). (2) The molecule is CCc1ccc(N(C(=O)c2csnn2)C(C(=O)NC(C)(C)C)c2ccncc2)cc1. The result is 1 (inhibitor). (3) The drug is NC(=O)C[C@H](NC(=O)Cc1ccc(O)cc1O)C(=O)O. The result is 0 (non-inhibitor). (4) The drug is Cc1ccc(NC(=S)N2CCN(C(=O)C3CCCO3)CC2)c(C)c1. The result is 0 (non-inhibitor). (5) The molecule is CCc1cc2c(nc1CC)CCN(CC/C(C)=N/O[C@@H](C)c1cn([C@@H]3COC[C@@H]3O)nn1)C2. The result is 0 (non-inhibitor). (6) The drug is Clc1ccccc1-c1cncnc1NCc1cccs1. The result is 1 (inhibitor). (7) The molecule is C1=Cc2ccccc2C1.C=C(C)c1ccccc1.[N-]=[N+]=Nc1ccccc1. The result is 0 (non-inhibitor). (8) The molecule is O=C(O)/C=C1\NC(=O)c2ccccc21. The result is 0 (non-inhibitor).